This data is from Reaction yield outcomes from USPTO patents with 853,638 reactions. The task is: Predict the reaction yield, written as a fraction of the theoretical maximum amount of product (1.0 means a 100% yield; for example, 0.34 means a 34% yield). (1) The reactants are [Cl:1][C:2]1[N:7]=[N:6][C:5]([NH2:8])=[CH:4][CH:3]=1.Br[CH2:10][C:11]([CH:13]1[CH2:15][CH2:14]1)=O. The catalyst is C(COC)OC. The product is [Cl:1][C:2]1[CH:3]=[CH:4][C:5]2[N:6]([CH:10]=[C:11]([CH:13]3[CH2:15][CH2:14]3)[N:8]=2)[N:7]=1. The yield is 0.420. (2) The reactants are [NH2:1][C:2]1[CH:3]=[C:4]([C:8]2[C:16]3[C:11](=[CH:12][CH:13]=[C:14]([C:17]([NH2:19])=[O:18])[CH:15]=3)[N:10](C3CCCCO3)[N:9]=2)[CH:5]=[CH:6][CH:7]=1.[F:26][C:27]([F:39])([F:38])[C:28]1[CH:33]=[CH:32][C:31]([CH2:34][C:35](O)=[O:36])=[CH:30][CH:29]=1.CCN=C=NCCCN(C)C. No catalyst specified. The product is [F:26][C:27]([F:38])([F:39])[C:28]1[CH:29]=[CH:30][C:31]([CH2:34][C:35]([NH:1][C:2]2[CH:3]=[C:4]([C:8]3[C:16]4[C:11](=[CH:12][CH:13]=[C:14]([C:17]([NH2:19])=[O:18])[CH:15]=4)[NH:10][N:9]=3)[CH:5]=[CH:6][CH:7]=2)=[O:36])=[CH:32][CH:33]=1. The yield is 0.110. (3) The reactants are C[O:2][C:3](=O)[C:4]1[CH:9]=[CH:8][C:7]([N:10]2[CH:14]=[C:13]([C:15]3[C:16]([C:24]4[CH:29]=[CH:28][CH:27]=[CH:26][CH:25]=4)=[N:17][O:18][C:19]=3[C:20]([F:23])([F:22])[F:21])[N:12]=[CH:11]2)=[N:6][CH:5]=1.[NH:31]1[CH2:36][CH2:35][S:34][CH2:33][CH2:32]1. No catalyst specified. The product is [C:24]1([C:16]2[C:15]([C:13]3[N:12]=[CH:11][N:10]([C:7]4[N:6]=[CH:5][C:4]([C:3]([N:31]5[CH2:36][CH2:35][S:34][CH2:33][CH2:32]5)=[O:2])=[CH:9][CH:8]=4)[CH:14]=3)=[C:19]([C:20]([F:22])([F:23])[F:21])[O:18][N:17]=2)[CH:25]=[CH:26][CH:27]=[CH:28][CH:29]=1. The yield is 0.510. (4) The reactants are [Cl:1][C:2]1[CH:7]=[CH:6][C:5]([C:8]2[CH:13]=[C:12]([CH3:14])[N:11]=[CH:10][C:9]=2[CH2:15][OH:16])=[C:4](F)[CH:3]=1.[H-].[Na+]. The yield is 0.690. The catalyst is O1CCCC1. The product is [Cl:1][C:2]1[CH:7]=[CH:6][C:5]2[C:8]3[C:9](=[CH:10][N:11]=[C:12]([CH3:14])[CH:13]=3)[CH2:15][O:16][C:4]=2[CH:3]=1. (5) The reactants are II.N1C=CC=CC=1.FC(F)(F)C(O[I:14](C1C=CC=CC=1)OC(=O)C(F)(F)F)=O.[Cl:30][C:31]1[C:32]([C:45]([O:47][CH2:48][CH3:49])=[O:46])=[CH:33][C:34]2[N:35]([CH:38]=[C:39]([C:41]([F:44])([F:43])[CH3:42])[N:40]=2)[C:36]=1[CH3:37].C(=O)([O-])O.[Na+].S([O-])([O-])(=O)=S.[Na+].[Na+]. The catalyst is ClCCl. The product is [Cl:30][C:31]1[C:32]([C:45]([O:47][CH2:48][CH3:49])=[O:46])=[CH:33][C:34]2[N:35]([C:38]([I:14])=[C:39]([C:41]([F:44])([F:43])[CH3:42])[N:40]=2)[C:36]=1[CH3:37]. The yield is 0.970.